Dataset: Full USPTO retrosynthesis dataset with 1.9M reactions from patents (1976-2016). Task: Predict the reactants needed to synthesize the given product. (1) Given the product [CH3:28][C:27]1[N:26]=[C:25]2[NH:29][C:30]([C:32](=[O:33])[NH:4][CH:3]([C:5]3[CH:10]=[CH:9][CH:8]=[C:7]([C:11]([F:14])([F:13])[F:12])[CH:6]=3)[C:2]([F:17])([F:16])[F:1])=[CH:31][C:24]2=[CH:23][C:22]=1[C:20]([O:19][CH3:18])=[O:21], predict the reactants needed to synthesize it. The reactants are: [F:1][C:2]([F:17])([F:16])[CH:3]([C:5]1[CH2:6][C:7](F)([C:11]([F:14])([F:13])[F:12])[CH:8]=[CH:9][CH:10]=1)[NH2:4].[CH3:18][O:19][C:20]([C:22]1[CH:23]=[C:24]2[CH:31]=[C:30]([C:32](O)=[O:33])[NH:29][C:25]2=[N:26][C:27]=1[CH3:28])=[O:21].F[P-](F)(F)(F)(F)F.N1(OC(N(C)C)=[N+](C)C)C2C=CC=CC=2N=N1.CN1CCOCC1. (2) The reactants are: [C:1]1([N:7]2[C:11]([B:12]([OH:14])[OH:13])=[CH:10][CH:9]=[N:8]2)[CH:6]=[CH:5][CH:4]=[CH:3][CH:2]=1.O[C:16]([C:19](O)([CH3:21])[CH3:20])([CH3:18])[CH3:17]. Given the product [C:1]1([N:7]2[C:11]([B:12]3[O:13][C:19]([CH3:21])([CH3:20])[C:16]([CH3:18])([CH3:17])[O:14]3)=[CH:10][CH:9]=[N:8]2)[CH:2]=[CH:3][CH:4]=[CH:5][CH:6]=1, predict the reactants needed to synthesize it. (3) The reactants are: [CH2:1]([O:3][C:4](=[O:26])[CH2:5][CH2:6][C:7]([NH:9][C:10]1[CH:20]=[CH:19][C:18]([O:21][C:22]([F:25])([F:24])[F:23])=[CH:17][C:11]=1[C:12]([O:14]CC)=O)=[O:8])[CH3:2].CC(C)([O-])C.[K+].CS(C)=O.Cl. Given the product [OH:14][C:12]1[C:11]2[CH:17]=[C:18]([O:21][C:22]([F:23])([F:24])[F:25])[CH:19]=[CH:20][C:10]=2[NH:9][C:7](=[O:8])[CH2:6][C:5]=1[C:4]([O:3][CH2:1][CH3:2])=[O:26], predict the reactants needed to synthesize it. (4) Given the product [CH:13]1([CH2:16][O:17][C:2]([N:37]2[CH2:38][CH2:39][N:34]([C:32]([O:31][C:27]([CH3:30])([CH3:28])[CH3:29])=[O:33])[CH2:35][CH2:36]2)=[O:4])[CH2:15][CH2:14]1, predict the reactants needed to synthesize it. The reactants are: Cl[C:2](Cl)([O:4]C(=O)OC(Cl)(Cl)Cl)Cl.[CH:13]1([CH2:16][OH:17])[CH2:15][CH2:14]1.CCN(C(C)C)C(C)C.[C:27]([O:31][C:32]([N:34]1[CH2:39][CH2:38][NH:37][CH2:36][CH2:35]1)=[O:33])([CH3:30])([CH3:29])[CH3:28]. (5) Given the product [CH3:29][O:30][CH2:31][CH:32]([NH:34][C:11]([C:9]1[CH:8]=[CH:7][C:6]2[N:2]([CH3:1])[C:3]([NH:14][C:15]3[S:16][C:17]4[CH:23]=[C:22]([O:24][C:25]([F:28])([F:27])[F:26])[CH:21]=[CH:20][C:18]=4[N:19]=3)=[N:4][C:5]=2[CH:10]=1)=[O:12])[CH3:33], predict the reactants needed to synthesize it. The reactants are: [CH3:1][N:2]1[C:6]2[CH:7]=[CH:8][C:9]([C:11](O)=[O:12])=[CH:10][C:5]=2[N:4]=[C:3]1[NH:14][C:15]1[S:16][C:17]2[CH:23]=[C:22]([O:24][C:25]([F:28])([F:27])[F:26])[CH:21]=[CH:20][C:18]=2[N:19]=1.[CH3:29][O:30][CH2:31][CH:32]([NH2:34])[CH3:33].CN(C(ON1N=NC2C=CC=CC1=2)=[N+](C)C)C.F[P-](F)(F)(F)(F)F.CCN(C(C)C)C(C)C. (6) Given the product [Cl-:8].[C:18]([N+:7]1[C:6]([CH3:5])=[C:17]([NH:16][CH:10]2[CH2:15][CH2:14][CH2:13][CH2:12][CH2:11]2)[N:3]2[C:4]([NH2:9])=[CH:22][C:21]([Cl:24])=[N:1][C:2]=12)(=[O:20])[CH3:19], predict the reactants needed to synthesize it. The reactants are: [NH2:1][C:2]1[N:7]=[C:6]([Cl:8])[CH:5]=[C:4]([NH2:9])[N:3]=1.[CH:10]1([N+:16]#[C-:17])[CH2:15][CH2:14][CH2:13][CH2:12][CH2:11]1.[CH:18](=[O:20])[CH3:19].[C:21]([Cl:24])(=O)[CH3:22].